This data is from Full USPTO retrosynthesis dataset with 1.9M reactions from patents (1976-2016). The task is: Predict the reactants needed to synthesize the given product. Given the product [F:25][C:22]1[CH:23]=[CH:24][C:19]([C:17]2[N:32]=[N:31][C:4]3[CH2:3][C:2]([CH3:9])([CH3:1])[CH2:6][C:5]=3[CH:16]=2)=[C:20]([C:26]([F:29])([F:28])[F:27])[CH:21]=1, predict the reactants needed to synthesize it. The reactants are: [CH3:1][C:2]1([CH3:9])[CH2:6][C:5](=O)[C:4](=O)[CH2:3]1.COP([CH2:16][C:17]([C:19]1[CH:24]=[CH:23][C:22]([F:25])=[CH:21][C:20]=1[C:26]([F:29])([F:28])[F:27])=O)(=O)OC.O.[NH2:31][NH2:32].